From a dataset of Orexin1 receptor HTS with 218,158 compounds and 233 confirmed actives. Binary Classification. Given a drug SMILES string, predict its activity (active/inactive) in a high-throughput screening assay against a specified biological target. (1) The molecule is O(c1ccc(c2[nH][nH]\c(=C3/C=C(C=CC3=O)C)c2)cc1)C. The result is 0 (inactive). (2) The drug is S(=O)(=O)(NC(=O)C)c1ccc(NC(=O)c2c(SCC)cccc2)cc1. The result is 0 (inactive). (3) The drug is Clc1cc(NC(=O)N2CCN(CCC2)Cc2ccccc2)cc(Cl)c1. The result is 0 (inactive). (4) The compound is S(=O)(=O)(N(C1CCCCC1)C(=O)NC(OCC1Oc2c(OC1)cccc2)=O)C. The result is 0 (inactive). (5) The compound is o1nc(n2nnc(c2CN(c2ccccc2)C)C(=O)N\N=C\c2cc(OC)ccc2)c(n1)N. The result is 1 (active). (6) The drug is Brc1cc(CNC(COC)C)c(OC)cc1. The result is 0 (inactive).